Predict which catalyst facilitates the given reaction. From a dataset of Catalyst prediction with 721,799 reactions and 888 catalyst types from USPTO. Reactant: [NH2:1][C:2]1[CH:7]=[N:6][CH:5]=[C:4]([Cl:8])[N:3]=1.CC#N.N1C=CC=CC=1.[C:18]1([O:24][C:25](Cl)=[O:26])[CH:23]=[CH:22][CH:21]=[CH:20][CH:19]=1. Product: [Cl:8][C:4]1[N:3]=[C:2]([NH:1][C:25](=[O:26])[O:24][C:18]2[CH:23]=[CH:22][CH:21]=[CH:20][CH:19]=2)[CH:7]=[N:6][CH:5]=1. The catalyst class is: 1.